Dataset: Reaction yield outcomes from USPTO patents with 853,638 reactions. Task: Predict the reaction yield, written as a fraction of the theoretical maximum amount of product (1.0 means a 100% yield; for example, 0.34 means a 34% yield). (1) The reactants are Cl[C:2]1[N:7]=[C:6]([NH:8][C:9]([C:11]2([C:14]3[CH:15]=[CH:16][C:17]4[O:21][CH2:20][CH2:19][C:18]=4[CH:22]=3)[CH2:13][CH2:12]2)=[O:10])[CH:5]=[CH:4][C:3]=1[CH3:23].[CH3:24][O:25][C:26]1[C:31]([CH3:32])=[CH:30][C:29](B2OC(C)(C)C(C)(C)O2)=[CH:28][N:27]=1.C(=O)([O-])[O-].[Na+].[Na+]. The catalyst is COCCOC.C(OCC)(=O)C.C1C=CC([P]([Pd]([P](C2C=CC=CC=2)(C2C=CC=CC=2)C2C=CC=CC=2)([P](C2C=CC=CC=2)(C2C=CC=CC=2)C2C=CC=CC=2)[P](C2C=CC=CC=2)(C2C=CC=CC=2)C2C=CC=CC=2)(C2C=CC=CC=2)C2C=CC=CC=2)=CC=1. The product is [O:21]1[C:17]2[CH:16]=[CH:15][C:14]([C:11]3([C:9]([NH:8][C:6]4[N:7]=[C:2]([C:29]5[CH:28]=[N:27][C:26]([O:25][CH3:24])=[C:31]([CH3:32])[CH:30]=5)[C:3]([CH3:23])=[CH:4][CH:5]=4)=[O:10])[CH2:13][CH2:12]3)=[CH:22][C:18]=2[CH2:19][CH2:20]1. The yield is 0.840. (2) The yield is 0.290. The product is [CH3:59][O:58][C:52]1[CH:51]=[C:50]([C:38]2[CH:39]=[C:40]3[C:41]([C:43]4[CH:48]=[CH:47][C:46]([NH2:49])=[N:45][CH:44]=4)=[CH:2][NH:34][C:35]3=[N:36][CH:37]=2)[CH:55]=[CH:54][C:53]=1[O:56][CH3:57]. The catalyst is C1COCC1. The reactants are [Cl-].[CH3:2]OC[P+](C1C=CC=CC=1)(C1C=CC=CC=1)C1C=CC=CC=1.C[Si]([N-][Si](C)(C)C)(C)C.[K+].[NH2:34][C:35]1[C:40]([C:41]([C:43]2[CH:44]=[N:45][C:46]([NH2:49])=[CH:47][CH:48]=2)=O)=[CH:39][C:38]([C:50]2[CH:55]=[CH:54][C:53]([O:56][CH3:57])=[C:52]([O:58][CH3:59])[CH:51]=2)=[CH:37][N:36]=1. (3) The reactants are [CH2:1]([O:3][C:4]1[CH:11]=[CH:10][C:7]([C:8]#[N:9])=[CH:6][N:5]=1)[CH3:2].Cl. The catalyst is C1COCC1. The product is [NH2:9][CH2:8][C:7]1[CH:10]=[CH:11][C:4]([O:3][CH2:1][CH3:2])=[N:5][CH:6]=1. The yield is 0.400.